From a dataset of Full USPTO retrosynthesis dataset with 1.9M reactions from patents (1976-2016). Predict the reactants needed to synthesize the given product. Given the product [CH3:13][O:14][C:15]1[CH:20]=[CH:19][C:18]([C:2]2[CH:3]=[CH:4][CH:5]=[C:6]3[C:10]=2[C:9](=[O:11])[CH:8]([CH3:12])[CH2:7]3)=[CH:17][CH:16]=1, predict the reactants needed to synthesize it. The reactants are: Cl[C:2]1[CH:3]=[CH:4][CH:5]=[C:6]2[C:10]=1[C:9](=[O:11])[CH:8]([CH3:12])[CH2:7]2.[CH3:13][O:14][C:15]1[CH:20]=[CH:19][C:18](B(O)O)=[CH:17][CH:16]=1.C(=O)([O-])[O-].[Na+].[Na+].O.